Predict the reactants needed to synthesize the given product. From a dataset of Full USPTO retrosynthesis dataset with 1.9M reactions from patents (1976-2016). (1) Given the product [Cl:9][CH2:12][C:13]1[CH:22]=[CH:21][C:16]([C:17]([O:19][CH3:20])=[O:18])=[CH:15][N:14]=1, predict the reactants needed to synthesize it. The reactants are: N1C=CC=CC=1.S(Cl)([Cl:9])=O.O[CH2:12][C:13]1[CH:22]=[CH:21][C:16]([C:17]([O:19][CH3:20])=[O:18])=[CH:15][N:14]=1.O. (2) Given the product [C:1]([O:5][C:6]([N:8]1[CH:12]2[CH2:13][CH2:14][CH:9]1[C:10]([C:15]1[C:16]([CH2:23][CH2:24][OH:25])=[CH:17][C:18]([O:21][CH3:22])=[N:19][CH:20]=1)=[CH:11]2)=[O:7])([CH3:4])([CH3:3])[CH3:2], predict the reactants needed to synthesize it. The reactants are: [C:1]([O:5][C:6]([N:8]1[CH:12]2[CH2:13][CH2:14][CH:9]1[C:10]([C:15]1[C:16]([CH2:23][CH2:24][O:25][Si](C(C)(C)C)(C)C)=[CH:17][C:18]([O:21][CH3:22])=[N:19][CH:20]=1)=[CH:11]2)=[O:7])([CH3:4])([CH3:3])[CH3:2].[F-].C([N+](CCCC)(CCCC)CCCC)CCC.O.CCOC(C)=O. (3) Given the product [C:20]([O:25][CH:26]([O:28][C:29]([NH:1][CH2:2][CH2:3][CH2:4][P:5]([CH2:8][CH:9]1[CH2:14][CH2:13][CH2:12][CH2:11][CH2:10]1)(=[O:6])[OH:7])=[O:30])[CH3:27])(=[O:24])[CH:21]([CH3:23])[CH3:22], predict the reactants needed to synthesize it. The reactants are: [NH2:1][CH2:2][CH2:3][CH2:4][P:5]([CH2:8][CH:9]1[CH2:14][CH2:13][CH2:12][CH2:11][CH2:10]1)(=[O:7])[OH:6].C(=O)(O)[O-].[Na+].[C:20]([O:25][CH:26]([O:28][C:29](OC1CC(=O)NC1=O)=[O:30])[CH3:27])(=[O:24])[CH:21]([CH3:23])[CH3:22]. (4) Given the product [N+:1]([C:4]1[CH:9]=[C:8]([S:10]([NH2:11])(=[O:12])=[O:13])[CH:7]=[CH:6][C:5]=1[NH:14][C@@H:15]1[CH2:19][CH2:18][NH:17][CH2:16]1)([O-:3])=[O:2], predict the reactants needed to synthesize it. The reactants are: [N+:1]([C:4]1[CH:9]=[C:8]([S:10](=[O:13])(=[O:12])[NH2:11])[CH:7]=[CH:6][C:5]=1[NH:14][C@@H:15]1[CH2:19][CH2:18][N:17](C(OC(C)(C)C)=O)[CH2:16]1)([O-:3])=[O:2].FC(F)(F)C(O)=O.